From a dataset of Catalyst prediction with 721,799 reactions and 888 catalyst types from USPTO. Predict which catalyst facilitates the given reaction. (1) Reactant: [C:1]([O:5][C:6]([N:8]1[CH2:13][CH2:12][CH2:11][CH2:10][C@H:9]1[CH2:14][NH2:15])=[O:7])([CH3:4])([CH3:3])[CH3:2].[F:16][C:17]1[CH:18]=[C:19]([CH:22]=[C:23]([F:26])[C:24]=1F)[C:20]#[N:21].C(N(C(C)C)CC)(C)C. Product: [C:1]([O:5][C:6]([N:8]1[CH2:13][CH2:12][CH2:11][CH2:10][C@H:9]1[CH2:14][NH:15][C:24]1[C:17]([F:16])=[CH:18][C:19]([C:20]#[N:21])=[CH:22][C:23]=1[F:26])=[O:7])([CH3:4])([CH3:3])[CH3:2]. The catalyst class is: 113. (2) Reactant: [CH3:1][N:2]1[CH2:14][CH2:13][C:5]2[NH:6][C:7]3[CH:8]=[CH:9][CH:10]=[CH:11][C:12]=3[C:4]=2[CH2:3]1.[CH3:15][C:16]1[CH:24]=[CH:23][C:19]([CH:20]2[O:22][CH2:21]2)=[CH:18][CH:17]=1.[H-].[Na+].C(O)(C(F)(F)F)=O. Product: [CH3:1][N:2]1[CH2:14][CH2:13][C:5]2[N:6]([CH2:21][CH:20]([C:19]3[CH:23]=[CH:24][C:16]([CH3:15])=[CH:17][CH:18]=3)[OH:22])[C:7]3[CH:8]=[CH:9][CH:10]=[CH:11][C:12]=3[C:4]=2[CH2:3]1. The catalyst class is: 3. (3) Reactant: O.[NH2:2][NH2:3].[CH2:4]([O:6][C:7](=[O:16])[C:8](=O)[CH2:9][C:10](=O)[CH:11]([CH3:13])[CH3:12])[CH3:5]. Product: [CH2:4]([O:6][C:7]([C:8]1[CH:9]=[C:10]([CH:11]([CH3:13])[CH3:12])[NH:3][N:2]=1)=[O:16])[CH3:5]. The catalyst class is: 8. (4) Reactant: [F:1][C:2]1[CH:31]=[CH:30][C:5]([CH2:6][N:7]2[C:19](=[O:20])[C:18]3[C:17]([OH:21])=[C:16]4[C:11]([CH:12]=[CH:13][CH:14]=[N:15]4)=[C:10]([O:22][CH3:23])[C:9]=3[CH:8]2[S:24][CH2:25][CH2:26][C:27](O)=[O:28])=[CH:4][CH:3]=1.C(Cl)CCl.[CH2:36]([NH:38][CH2:39][CH3:40])[CH3:37]. Product: [CH2:36]([N:38]([CH2:39][CH3:40])[C:27](=[O:28])[CH2:26][CH2:25][S:24][CH:8]1[C:9]2[C:10]([O:22][CH3:23])=[C:11]3[C:16](=[C:17]([OH:21])[C:18]=2[C:19](=[O:20])[N:7]1[CH2:6][C:5]1[CH:30]=[CH:31][C:2]([F:1])=[CH:3][CH:4]=1)[N:15]=[CH:14][CH:13]=[CH:12]3)[CH3:37]. The catalyst class is: 2. (5) Product: [CH3:1][NH:2][C:3]([C:5]1[CH:10]=[C:9]([O:11][C:12]2[CH:13]=[CH:14][C:15]3[O:19][C:18]([NH:20][C:21]4[CH:26]=[CH:25][C:24]([Cl:27])=[C:23]([CH2:28][N:29]5[CH2:34][CH2:33][N:32]([CH2:35][CH2:40][N:41]([CH3:46])[CH3:42])[CH2:31][CH2:30]5)[CH:22]=4)=[N:17][C:16]=3[CH:36]=2)[CH:8]=[CH:7][N:6]=1)=[O:4]. Reactant: [CH3:1][NH:2][C:3]([C:5]1[CH:10]=[C:9]([O:11][C:12]2[CH:13]=[CH:14][C:15]3[O:19][C:18]([NH:20][C:21]4[CH:26]=[CH:25][C:24]([Cl:27])=[C:23]([CH2:28][N:29]5[CH2:34][CH2:33][N:32]([CH3:35])[CH2:31][CH2:30]5)[CH:22]=4)=[N:17][C:16]=3[CH:36]=2)[CH:8]=[CH:7][N:6]=1)=[O:4].ClC1C=CC(N=C=S)=CC=1[CH2:40][N:41]1[CH2:46][CH2:42][N:41]([CH2:46][CH2:40][N:41]([CH3:46])[CH3:42])[CH2:40][CH2:42]1.C(Cl)Cl.C(Cl)CCl. The catalyst class is: 23. (6) Reactant: [NH2:1][C:2]1[C:3]2[C:24]([C:25]3[CH:30]=[CH:29][N:28]=[CH:27][CH:26]=3)=[CH:23][NH:22][C:4]=2[N:5]=[C:6]([NH:8][C:9]2[CH:21]=[CH:20][C:12]([C:13]([O:15]CCCC)=[O:14])=[CH:11][CH:10]=2)[N:7]=1.[Li+].[OH-]. Product: [NH2:1][C:2]1[C:3]2[C:24]([C:25]3[CH:30]=[CH:29][N:28]=[CH:27][CH:26]=3)=[CH:23][NH:22][C:4]=2[N:5]=[C:6]([NH:8][C:9]2[CH:10]=[CH:11][C:12]([C:13]([OH:15])=[O:14])=[CH:20][CH:21]=2)[N:7]=1. The catalyst class is: 1. (7) Reactant: O.C1(C)C=CC(S(O)(=O)=O)=CC=1.C[O:14][CH:15](OC)[C:16]1[C:40]([O:41]COC)=[C:39]([C:45]([F:48])([F:47])[F:46])[CH:38]=[CH:37][C:17]=1[CH2:18][O:19][C:20]1[CH:25]=[CH:24][C:23]([C:26]2[CH:31]=[CH:30][CH:29]=[C:28]([CH2:32][C:33]([O:35][CH3:36])=[O:34])[CH:27]=2)=[CH:22][CH:21]=1.O. Product: [CH:15]([C:16]1[C:40]([OH:41])=[C:39]([C:45]([F:46])([F:48])[F:47])[CH:38]=[CH:37][C:17]=1[CH2:18][O:19][C:20]1[CH:25]=[CH:24][C:23]([C:26]2[CH:31]=[CH:30][CH:29]=[C:28]([CH2:32][C:33]([O:35][CH3:36])=[O:34])[CH:27]=2)=[CH:22][CH:21]=1)=[O:14]. The catalyst class is: 21. (8) Reactant: [CH2:1]([O:3][C:4]([C:6]1[C:10]([CH:11]=[CH:12][O:13]CC[Si](C)(C)C)=[C:9]([C:20]2[CH:25]=[CH:24][C:23]([Cl:26])=[CH:22][CH:21]=2)[N:8]([C:27]2[CH:32]=[CH:31][CH:30]=[CH:29][C:28]=2[Cl:33])[N:7]=1)=[O:5])[CH3:2].F. Product: [CH2:1]([O:3][C:4]([C:6]1[C:10]([CH2:11][CH:12]=[O:13])=[C:9]([C:20]2[CH:25]=[CH:24][C:23]([Cl:26])=[CH:22][CH:21]=2)[N:8]([C:27]2[CH:32]=[CH:31][CH:30]=[CH:29][C:28]=2[Cl:33])[N:7]=1)=[O:5])[CH3:2]. The catalyst class is: 10. (9) Reactant: [CH3:1][O:2][C:3]1[CH:30]=[CH:29][C:6]([CH2:7][NH:8][C:9]2[S:17][C:16]3[C:11](=[N:12][CH:13]=[C:14]([N:18]4[CH2:23][CH2:22][O:21][CH2:20][CH2:19]4)[CH:15]=3)[C:10]=2[C:24]([O:26]CC)=[O:25])=[CH:5][CH:4]=1.O.[Li+].[OH-].Cl. Product: [CH3:1][O:2][C:3]1[CH:4]=[CH:5][C:6]([CH2:7][NH:8][C:9]2[S:17][C:16]3[C:11](=[N:12][CH:13]=[C:14]([N:18]4[CH2:19][CH2:20][O:21][CH2:22][CH2:23]4)[CH:15]=3)[C:10]=2[C:24]([OH:26])=[O:25])=[CH:29][CH:30]=1. The catalyst class is: 36.